Predict the reactants needed to synthesize the given product. From a dataset of Full USPTO retrosynthesis dataset with 1.9M reactions from patents (1976-2016). (1) Given the product [C:12]([O:15][CH:16]1[CH:21]([N:22]([CH3:23])[CH3:24])[CH2:20][CH:19]([CH3:25])[O:18][CH:17]1[O:11][CH:1]1[CH:10]2[CH:5]([CH2:6][CH2:7][CH2:8][CH2:9]2)[CH2:4][CH2:3][CH2:2]1)(=[O:14])[CH3:13], predict the reactants needed to synthesize it. The reactants are: [CH:1]1([OH:11])[CH:10]2[CH:5]([CH2:6][CH2:7][CH2:8][CH2:9]2)[CH2:4][CH2:3][CH2:2]1.[C:12]([O:15][CH:16]1[CH:21]([N:22]([CH3:24])[CH3:23])[CH2:20][CH:19]([CH3:25])[O:18][CH:17]1F)(=[O:14])[CH3:13].B(F)(F)F.CCOCC. (2) Given the product [Cl:2][C:3]1[C:4]([OH:31])=[CH:5][C:6]([OH:27])=[C:7]([CH:26]=1)[C:8]([N:10]1[CH2:18][C:17]2[C:12](=[CH:13][CH:14]=[CH:15][CH:16]=2)[CH:11]1[C:19]([NH:21][CH2:22][CH2:23][N+:24]#[C-:25])=[O:20])=[O:9], predict the reactants needed to synthesize it. The reactants are: Cl.[Cl:2][C:3]1[C:4]([O:31]COC)=[CH:5][C:6]([O:27]COC)=[C:7]([CH:26]=1)[C:8]([N:10]1[CH2:18][C:17]2[C:12](=[CH:13][CH:14]=[CH:15][CH:16]=2)[CH:11]1[C:19]([NH:21][CH2:22][CH2:23][N+:24]#[C-:25])=[O:20])=[O:9].C([O-])(O)=O.[Na+]. (3) Given the product [C:15]([O:14][N:13]=[C:11]1[CH2:12][N:8]([C:6]([C:26]2[C:27]3[C:32](=[CH:31][CH:30]=[CH:29][CH:28]=3)[CH:33]=[CH:34][C:25]=2[O:24][CH2:22][CH3:23])=[O:7])[C@H:9]([C:19]([NH:53][C:49]2[CH:50]=[CH:51][C:52]3[N:40]([CH2:38][CH3:39])[C:41]4[C:46]([C:47]=3[CH:48]=2)=[CH:45][CH:44]=[CH:43][CH:42]=4)=[O:21])[CH2:10]1)([CH3:16])([CH3:17])[CH3:18], predict the reactants needed to synthesize it. The reactants are: C(O[C:6]([N:8]1[CH2:12][C:11](=[N:13][O:14][C:15]([CH3:18])([CH3:17])[CH3:16])[CH2:10][C@H:9]1[C:19]([OH:21])=O)=[O:7])(C)(C)C.[CH2:22]([O:24][C:25]1[CH:34]=[CH:33][C:32]2[C:27](=[CH:28][CH:29]=[CH:30][CH:31]=2)[C:26]=1C(Cl)=O)[CH3:23].[CH2:38]([N:40]1[C:52]2[CH:51]=[CH:50][C:49]([NH2:53])=[CH:48][C:47]=2[C:46]2[C:41]1=[CH:42][CH:43]=[CH:44][CH:45]=2)[CH3:39]. (4) Given the product [CH2:10]([O:17][CH2:18][C:19]1[O:24][C:23](=[O:25])[C:22]([CH3:26])=[C:21]([O:27][CH2:29][O:30][CH3:31])[C:20]=1[CH3:28])[C:11]1[CH:16]=[CH:15][CH:14]=[CH:13][CH:12]=1, predict the reactants needed to synthesize it. The reactants are: C(N(C(C)C)CC)(C)C.[CH2:10]([O:17][CH2:18][C:19]1[O:24][C:23](=[O:25])[C:22]([CH3:26])=[C:21]([OH:27])[C:20]=1[CH3:28])[C:11]1[CH:16]=[CH:15][CH:14]=[CH:13][CH:12]=1.[CH3:29][O:30][CH2:31]Cl. (5) Given the product [NH2:24][C:20]1([NH:1][C:2]2[CH:3]=[CH:4][CH:5]=[C:6]3[C:10]=2[C:9](=[O:11])[N:8]([CH3:12])[CH2:7]3)[C:19]([Cl:23])=[CH:18][N:17]=[C:16]([Cl:15])[NH:21]1, predict the reactants needed to synthesize it. The reactants are: [NH2:1][C:2]1[CH:3]=[CH:4][CH:5]=[C:6]2[C:10]=1[C:9](=[O:11])[N:8]([CH3:12])[CH2:7]2.[H-].[Na+].[Cl:15][C:16]1[N:21]=[C:20](Cl)[C:19]([Cl:23])=[CH:18][N:17]=1.[NH4+:24].[Cl-]. (6) Given the product [C:46]([OH:53])(=[O:52])/[CH:47]=[CH:48]/[C:49]([OH:51])=[O:50].[F:45][C:15]1[CH:16]=[C:17]([NH:20][C:21]([C:23]2[C:24](=[O:44])[N:25]([C:38]3[CH:39]=[CH:40][CH:41]=[CH:42][CH:43]=3)[N:26]([CH2:29][C@@H:30]([O:32][C:33](=[O:37])[C@@H:34]([NH2:36])[CH3:35])[CH3:31])[C:27]=2[CH3:28])=[O:22])[CH:18]=[CH:19][C:14]=1[O:13][C:7]1[C:6]2[C:11](=[CH:12][C:3]([O:2][CH3:1])=[CH:4][CH:5]=2)[N:10]=[CH:9][CH:8]=1, predict the reactants needed to synthesize it. The reactants are: [CH3:1][O:2][C:3]1[CH:12]=[C:11]2[C:6]([C:7]([O:13][C:14]3[CH:19]=[CH:18][C:17]([NH:20][C:21]([C:23]4[C:24](=[O:44])[N:25]([C:38]5[CH:43]=[CH:42][CH:41]=[CH:40][CH:39]=5)[N:26]([CH2:29][C@@H:30]([O:32][C:33](=[O:37])[C@@H:34]([NH2:36])[CH3:35])[CH3:31])[C:27]=4[CH3:28])=[O:22])=[CH:16][C:15]=3[F:45])=[CH:8][CH:9]=[N:10]2)=[CH:5][CH:4]=1.[C:46]([OH:53])(=[O:52])/[CH:47]=[CH:48]/[C:49]([OH:51])=[O:50]. (7) Given the product [C:22]([N:19]1[CH2:18][CH2:17][CH:16]([NH:15][NH2:14])[CH2:21][CH2:20]1)([CH3:25])([CH3:23])[CH3:24], predict the reactants needed to synthesize it. The reactants are: B.C1COCC1.C(OC([NH:14][N:15]=[C:16]1[CH2:21][CH2:20][N:19]([C:22]([CH3:25])([CH3:24])[CH3:23])[CH2:18][CH2:17]1)=O)(C)(C)C. (8) Given the product [CH3:17][N:10]([CH2:1][C:2]([C:4]1[CH:9]=[CH:8][CH:7]=[CH:6][CH:5]=1)=[O:3])[S:11]([CH3:14])(=[O:13])=[O:12], predict the reactants needed to synthesize it. The reactants are: [CH2:1]([NH:10][S:11]([CH3:14])(=[O:13])=[O:12])[C:2]([C:4]1[CH:9]=[CH:8][CH:7]=[CH:6][CH:5]=1)=[O:3].IC.[C:17](=O)([O-])[O-].[K+].[K+]. (9) Given the product [CH2:1]([O:8][CH2:9][CH2:10][C@H:11]([N:14]1[C:20](=[O:21])[CH2:19][CH2:18][N:17]([C:22]2[CH:27]=[CH:26][CH:25]=[C:24]([C:28]([F:30])([F:31])[F:29])[CH:23]=2)[CH2:16][CH2:15]1)[CH2:12][O:13][CH3:32])[C:2]1[CH:7]=[CH:6][CH:5]=[CH:4][CH:3]=1, predict the reactants needed to synthesize it. The reactants are: [CH2:1]([O:8][CH2:9][CH2:10][C@H:11]([N:14]1[C:20](=[O:21])[CH2:19][CH2:18][N:17]([C:22]2[CH:27]=[CH:26][CH:25]=[C:24]([C:28]([F:31])([F:30])[F:29])[CH:23]=2)[CH2:16][CH2:15]1)[CH2:12][OH:13])[C:2]1[CH:7]=[CH:6][CH:5]=[CH:4][CH:3]=1.[CH3:32]I.[H-].[Na+]. (10) Given the product [N:25]1([CH2:23][C:6]2[N:7]=[C:8]([C:12]3[S:13][C:14]4[CH:22]=[CH:21][CH:20]=[CH:19][C:15]=4[C:16](=[O:18])[N:17]=3)[CH:9]=[CH:10][CH:11]=2)[CH2:28][CH2:29][CH2:31][CH2:27][CH2:26]1, predict the reactants needed to synthesize it. The reactants are: CS(O[C:6]1[CH:11]=[CH:10][CH:9]=[C:8]([C:12]2[S:13][C:14]3[CH:22]=[CH:21][CH:20]=[CH:19][C:15]=3[C:16](=[O:18])[N:17]=2)[N:7]=1)(=O)=O.[CH2:23]([N:25]([CH2:28][CH3:29])[CH2:26][CH3:27])C.N1CCCC[CH2:31]1.C(OCC)(=O)C.